The task is: Predict which catalyst facilitates the given reaction.. This data is from Catalyst prediction with 721,799 reactions and 888 catalyst types from USPTO. Reactant: [Cl:1][C:2]1[CH:3]=[CH:4][CH:5]=[C:6]2[C:11]=1[N:10]=[C:9]([C:12]1[C:13](Cl)=[N:14][CH:15]=[C:16]([F:18])[CH:17]=1)[C:8]([C@@H:20]([N:22]1[C:30](=[O:31])[C:29]3[C:24](=[CH:25][CH:26]=[CH:27][CH:28]=3)[C:23]1=[O:32])[CH3:21])=[CH:7]2.O1CCO[CH2:35][CH2:34]1.C([Al](CC)CC)C.Cl. Product: [Cl:1][C:2]1[CH:3]=[CH:4][CH:5]=[C:6]2[C:11]=1[N:10]=[C:9]([C:12]1[C:13]([CH2:34][CH3:35])=[N:14][CH:15]=[C:16]([F:18])[CH:17]=1)[C:8]([C@@H:20]([N:22]1[C:23](=[O:32])[C:24]3[C:29](=[CH:28][CH:27]=[CH:26][CH:25]=3)[C:30]1=[O:31])[CH3:21])=[CH:7]2. The catalyst class is: 492.